The task is: Predict the product of the given reaction.. This data is from Forward reaction prediction with 1.9M reactions from USPTO patents (1976-2016). (1) Given the reactants [CH3:1][C:2]1([CH3:19])[C:6]([CH3:8])([CH3:7])[O:5][B:4]([C:9]2[CH:18]=[CH:17][C:12]([O:13][CH2:14][CH2:15][OH:16])=[CH:11][CH:10]=2)[O:3]1.C(N(CC)CC)C.[C:27]1(C)[CH:32]=[CH:31][C:30]([S:33](Cl)(=[O:35])=[O:34])=[CH:29][CH:28]=1, predict the reaction product. The product is: [C:30]1([S:33]([O:16][CH2:15][CH2:14][O:13][C:12]2[CH:17]=[CH:18][C:9]([B:4]3[O:3][C:2]([CH3:19])([CH3:1])[C:6]([CH3:7])([CH3:8])[O:5]3)=[CH:10][CH:11]=2)(=[O:35])=[O:34])[CH:31]=[CH:32][CH:27]=[CH:28][CH:29]=1. (2) Given the reactants [CH3:1][Si:2]([C:5]#[CH:6])([CH3:4])[CH3:3].C([Li])CCC.[CH3:12][O:13][C:14](=[O:22])[C:15]1[CH:20]=[CH:19][C:18](I)=[CH:17][CH:16]=1, predict the reaction product. The product is: [CH3:12][O:13][C:14](=[O:22])[C:15]1[CH:20]=[CH:19][C:18]([C:6]#[C:5][Si:2]([CH3:4])([CH3:3])[CH3:1])=[CH:17][CH:16]=1. (3) Given the reactants [CH3:1][C:2]([CH3:28])([CH3:27])[C:3]([O:5][C:6]1[CH:11]=[CH:10][C:9]([C:12](=O)[C:13]2[CH:18]=[CH:17][C:16]([O:19][C:20](=[O:25])[C:21]([CH3:24])([CH3:23])[CH3:22])=[CH:15][CH:14]=2)=[CH:8][CH:7]=1)=[O:4].[OH:29][C:30]1[CH:35]=[CH:34][C:33]([C:36](=O)[CH2:37][CH2:38][CH2:39][CH3:40])=[CH:32][CH:31]=1.Cl, predict the reaction product. The product is: [CH3:1][C:2]([CH3:28])([CH3:27])[C:3]([O:5][C:6]1[CH:11]=[CH:10][C:9]([C:12]([C:13]2[CH:18]=[CH:17][C:16]([O:19][C:20](=[O:25])[C:21]([CH3:24])([CH3:23])[CH3:22])=[CH:15][CH:14]=2)=[C:36]([C:33]2[CH:32]=[CH:31][C:30]([OH:29])=[CH:35][CH:34]=2)[CH2:37][CH2:38][CH2:39][CH3:40])=[CH:8][CH:7]=1)=[O:4]. (4) Given the reactants [CH:1]12[CH2:9][CH:5]([CH:6]=[CH:7][CH2:8]1)[CH2:4][CH:3]([NH2:10])[CH2:2]2.[H][H], predict the reaction product. The product is: [CH:1]12[CH2:9][CH:5]([CH2:6][CH2:7][CH2:8]1)[CH2:4][CH:3]([NH2:10])[CH2:2]2. (5) Given the reactants [CH2:1]([O:8][C:9]1[CH:10]=[C:11]2[C:15](=[CH:16][CH:17]=1)[NH:14][C:13]([CH3:18])=[C:12]2[C:19]([O:21][CH2:22][CH3:23])=[O:20])[C:2]1[CH:7]=[CH:6][CH:5]=[CH:4][CH:3]=1.I[C:25]1[CH:30]=[CH:29][CH:28]=[CH:27][CH:26]=1.P([O-])([O-])([O-])=O.[K+].[K+].[K+].CNCCNC, predict the reaction product. The product is: [CH2:1]([O:8][C:9]1[CH:10]=[C:11]2[C:15](=[CH:16][CH:17]=1)[N:14]([C:25]1[CH:30]=[CH:29][CH:28]=[CH:27][CH:26]=1)[C:13]([CH3:18])=[C:12]2[C:19]([O:21][CH2:22][CH3:23])=[O:20])[C:2]1[CH:3]=[CH:4][CH:5]=[CH:6][CH:7]=1. (6) Given the reactants [Br:1][C:2]1[CH:7]=[C:6]2[NH:8][C:9](=O)[C:10]3([CH2:14][CH2:13][N:12]([CH3:15])[CH2:11]3)[C:5]2=[CH:4][CH:3]=1.COCCO[AlH2-]OCCOC.[Na+], predict the reaction product. The product is: [Br:1][C:2]1[CH:7]=[C:6]2[NH:8][CH2:9][C:10]3([CH2:14][CH2:13][N:12]([CH3:15])[CH2:11]3)[C:5]2=[CH:4][CH:3]=1. (7) Given the reactants [CH2:1]([O:3][C:4]1[CH:9]=[CH:8][C:7]([CH2:10][C:11](Cl)=O)=[CH:6][CH:5]=1)[CH3:2].[NH2:14][C:15]1[CH:16]=[C:17]([CH:20]=[CH:21][C:22]=1[NH:23][CH2:24][CH:25]1[CH2:27][CH2:26]1)[C:18]#[N:19], predict the reaction product. The product is: [CH:25]1([CH2:24][N:23]2[C:22]3[CH:21]=[CH:20][C:17]([C:18]#[N:19])=[CH:16][C:15]=3[N:14]=[C:11]2[CH2:10][C:7]2[CH:8]=[CH:9][C:4]([O:3][CH2:1][CH3:2])=[CH:5][CH:6]=2)[CH2:26][CH2:27]1. (8) The product is: [OH:12][C@H:11]([C:13]1[C:14]([CH3:23])=[C:15]2[C:19](=[CH:20][CH:21]=1)[C:18](=[O:22])[O:17][CH2:16]2)[CH2:10][N:6]1[CH2:7][CH2:8][CH2:9][C:4]([CH2:3][NH:2][C:34](=[O:35])[C:33]2[CH:37]=[CH:38][C:30]([N:25]3[CH:29]=[N:28][N:27]=[N:26]3)=[N:31][CH:32]=2)([CH3:24])[CH2:5]1. Given the reactants Cl.[NH2:2][CH2:3][C:4]1([CH3:24])[CH2:9][CH2:8][CH2:7][N:6]([CH2:10][C@@H:11]([C:13]2[C:14]([CH3:23])=[C:15]3[C:19](=[CH:20][CH:21]=2)[C:18](=[O:22])[O:17][CH2:16]3)[OH:12])[CH2:5]1.[N:25]1([C:30]2[CH:38]=[CH:37][C:33]([C:34](O)=[O:35])=[CH:32][N:31]=2)[CH:29]=[N:28][N:27]=[N:26]1, predict the reaction product. (9) Given the reactants [OH:1][C:2]1[C:11]2[O:10][C@@H:9]([CH2:12][OH:13])[CH2:8][O:7][C:6]=2[CH:5]=[CH:4][C:3]=1C(=NO)C.P(Cl)(Cl)(Cl)=O.C([O-])(=O)C.[Na+].C[N:29](C)[C:30](=O)[CH3:31].C(#N)C, predict the reaction product. The product is: [CH3:31][C:30]1[O:1][C:2]2[C:11]3[O:10][CH:9]([CH2:12][OH:13])[CH2:8][O:7][C:6]=3[CH:5]=[CH:4][C:3]=2[N:29]=1.